This data is from Reaction yield outcomes from USPTO patents with 853,638 reactions. The task is: Predict the reaction yield, written as a fraction of the theoretical maximum amount of product (1.0 means a 100% yield; for example, 0.34 means a 34% yield). (1) The reactants are Br[C:2]1[CH:3]=[C:4]([NH2:8])[CH:5]=[CH:6][CH:7]=1.CCO.C([O-])([O-])=O.[Na+].[Na+].CC1C(C)OB([C:25]2[CH:26]=[N:27][N:28]([CH3:30])[CH:29]=2)O1. The catalyst is C1(C)C=CC=CC=1.O.C1C=CC([P]([Pd]([P](C2C=CC=CC=2)(C2C=CC=CC=2)C2C=CC=CC=2)([P](C2C=CC=CC=2)(C2C=CC=CC=2)C2C=CC=CC=2)[P](C2C=CC=CC=2)(C2C=CC=CC=2)C2C=CC=CC=2)(C2C=CC=CC=2)C2C=CC=CC=2)=CC=1. The product is [CH3:30][N:28]1[CH:29]=[C:25]([C:2]2[CH:3]=[C:4]([NH2:8])[CH:5]=[CH:6][CH:7]=2)[CH:26]=[N:27]1. The yield is 0.670. (2) The catalyst is O. The yield is 0.700. The product is [OH:14][CH:4]1[C:5]2[CH:6]=[C:7]3[O:13][CH2:12][O:11][C:8]3=[CH:9][C:10]=2[C:2](=[O:1])[N:3]1[CH2:15][CH2:16][CH:17]1[CH2:22][CH2:21][N:20]([C:23]([O:25][C:26]([CH3:29])([CH3:28])[CH3:27])=[O:24])[CH2:19][CH2:18]1. The reactants are [O:1]=[C:2]1[C:10]2[CH:9]=[C:8]3[O:11][CH2:12][O:13][C:7]3=[CH:6][C:5]=2[C:4](=[O:14])[N:3]1[CH2:15][CH2:16][CH:17]1[CH2:22][CH2:21][N:20]([C:23]([O:25][C:26]([CH3:29])([CH3:28])[CH3:27])=[O:24])[CH2:19][CH2:18]1.CO.O1CCCC1.[BH4-].[Na+]. (3) The reactants are [Br:1][C:2]1[CH:3]=[CH:4][C:5]2[N:9]=[C:8]([CH2:10][N:11]([CH3:13])[CH3:12])[NH:7][C:6]=2[CH:14]=1.[H-].[Na+].Cl[CH2:18][O:19][CH2:20][CH2:21][Si:22]([CH3:25])([CH3:24])[CH3:23].O. The catalyst is CN(C)C=O. The product is [Br:1][C:2]1[CH:3]=[CH:4][C:5]2[N:9]=[C:8]([CH2:10][N:11]([CH3:12])[CH3:13])[N:7]([CH2:18][O:19][CH2:20][CH2:21][Si:22]([CH3:25])([CH3:24])[CH3:23])[C:6]=2[CH:14]=1. The yield is 0.723.